This data is from NCI-60 drug combinations with 297,098 pairs across 59 cell lines. The task is: Regression. Given two drug SMILES strings and cell line genomic features, predict the synergy score measuring deviation from expected non-interaction effect. (1) Drug 1: C1CC(C1)(C(=O)O)C(=O)O.[NH2-].[NH2-].[Pt+2]. Drug 2: CCN(CC)CCNC(=O)C1=C(NC(=C1C)C=C2C3=C(C=CC(=C3)F)NC2=O)C. Cell line: OVCAR3. Synergy scores: CSS=21.2, Synergy_ZIP=0.950, Synergy_Bliss=4.15, Synergy_Loewe=2.92, Synergy_HSA=3.70. (2) Drug 1: CC12CCC3C(C1CCC2=O)CC(=C)C4=CC(=O)C=CC34C. Drug 2: CN(CCCl)CCCl.Cl. Cell line: NCI-H322M. Synergy scores: CSS=15.7, Synergy_ZIP=-4.25, Synergy_Bliss=2.17, Synergy_Loewe=-0.663, Synergy_HSA=-0.742. (3) Drug 1: CC1=C(C(CCC1)(C)C)C=CC(=CC=CC(=CC(=O)O)C)C. Drug 2: CCC1=C2CN3C(=CC4=C(C3=O)COC(=O)C4(CC)O)C2=NC5=C1C=C(C=C5)O. Cell line: NCI-H322M. Synergy scores: CSS=-3.57, Synergy_ZIP=0.0460, Synergy_Bliss=-5.06, Synergy_Loewe=-4.66, Synergy_HSA=-8.65. (4) Drug 1: CS(=O)(=O)C1=CC(=C(C=C1)C(=O)NC2=CC(=C(C=C2)Cl)C3=CC=CC=N3)Cl. Drug 2: CNC(=O)C1=NC=CC(=C1)OC2=CC=C(C=C2)NC(=O)NC3=CC(=C(C=C3)Cl)C(F)(F)F. Cell line: LOX IMVI. Synergy scores: CSS=21.9, Synergy_ZIP=-12.3, Synergy_Bliss=-9.15, Synergy_Loewe=-16.4, Synergy_HSA=-7.14.